This data is from Reaction yield outcomes from USPTO patents with 853,638 reactions. The task is: Predict the reaction yield, written as a fraction of the theoretical maximum amount of product (1.0 means a 100% yield; for example, 0.34 means a 34% yield). (1) The product is [ClH:65].[OH:24][C@H:22]1[C@:21]2([O:25][CH3:26])[C@@:8]([OH:45])([C:9](=[O:44])[C:10]3[C:19]([C:20]2=[O:27])=[C:18]([OH:28])[C:17]2[C:16](=[O:29])[CH:15]=[C:14]([NH:30][C@@H:31]4[C@H:36]([O:37][CH3:38])[C@H:35]([OH:39])[C@@H:34]([O:40][CH3:41])[C@H:33]([CH3:42])[O:32]4)[C:13](=[O:43])[C:12]=2[CH:11]=3)[C:7]2[C:2]([O:1][CH2:64][C:60]3[CH:59]=[N:58][CH:63]=[CH:62][CH:61]=3)=[C:3]([C:47]([O:49][CH3:50])=[O:48])[C:4]([CH3:46])=[CH:5][C:6]=2[CH2:23]1. The yield is 0.310. The reactants are [OH:1][C:2]1[C:7]2[C@@:8]3([OH:45])[C@@:21]([O:25][CH3:26])([C@H:22]([OH:24])[CH2:23][C:6]=2[CH:5]=[C:4]([CH3:46])[C:3]=1[C:47]([O:49][CH3:50])=[O:48])[C:20](=[O:27])[C:19]1[C:10](=[CH:11][C:12]2[C:13](=[O:43])[C:14]([NH:30][C@@H:31]4[C@H:36]([O:37][CH3:38])[C@H:35]([OH:39])[C@@H:34]([O:40][CH3:41])[C@H:33]([CH3:42])[O:32]4)=[CH:15][C:16](=[O:29])[C:17]=2[C:18]=1[OH:28])[C:9]3=[O:44].C(=O)([O-])[O-].[K+].[K+].Cl.[N:58]1[CH:63]=[CH:62][CH:61]=[C:60]([CH2:64][Cl:65])[CH:59]=1. No catalyst specified. (2) The reactants are C[O:2][C:3]([C@@H:5]1[CH2:9][C@@H:8]([NH:10][C:11](=[O:18])[C:12]2[CH:17]=[CH:16][CH:15]=[CH:14][CH:13]=2)[CH2:7][N:6]1[C:19](=[O:29])[CH2:20][NH:21][C:22]([O:24][C:25]([CH3:28])([CH3:27])[CH3:26])=[O:23])=[O:4].[OH-].[Na+].Cl. The catalyst is CO. The product is [C:11]([NH:10][C@H:8]1[CH2:7][N:6]([C:19](=[O:29])[CH2:20][NH:21][C:22]([O:24][C:25]([CH3:28])([CH3:26])[CH3:27])=[O:23])[C@H:5]([C:3]([OH:4])=[O:2])[CH2:9]1)(=[O:18])[C:12]1[CH:13]=[CH:14][CH:15]=[CH:16][CH:17]=1. The yield is 0.940. (3) The reactants are Cl.[CH2:2]([NH2:4])[CH3:3].[F:5][C:6]1[CH:7]=[C:8]([CH:12]=[CH:13][C:14]=1[F:15])[C:9]([OH:11])=O. No catalyst specified. The product is [F:5][C:6]1[CH:7]=[C:8]([CH:12]=[CH:13][C:14]=1[F:15])[C:9]([NH:4][CH2:2][CH3:3])=[O:11]. The yield is 0.560. (4) The reactants are C1(N(Cl)C(=O)N(Cl)C(=O)N1Cl)=O.[Si:13]([O:20][CH2:21][C@@H:22]1[CH2:26][C@@H:25]([OH:27])[CH2:24][N:23]1[C:28]([C:30]1[CH:35]=[C:34]([O:36][CH3:37])[C:33]([O:38][Si:39]([CH:46]([CH3:48])[CH3:47])([CH:43]([CH3:45])[CH3:44])[CH:40]([CH3:42])[CH3:41])=[CH:32][C:31]=1[N+:49]([O-:51])=[O:50])=[O:29])([C:16]([CH3:19])([CH3:18])[CH3:17])([CH3:15])[CH3:14].CC1(C)N([O])C(C)(C)CCC1.C(OCC)(=O)C.CCCCCC. The catalyst is ClCCl. The product is [Si:13]([O:20][CH2:21][C@H:22]1[N:23]([C:28](=[O:29])[C:30]2[CH:35]=[C:34]([O:36][CH3:37])[C:33]([O:38][Si:39]([CH:40]([CH3:41])[CH3:42])([CH:43]([CH3:44])[CH3:45])[CH:46]([CH3:48])[CH3:47])=[CH:32][C:31]=2[N+:49]([O-:51])=[O:50])[CH2:24][C:25](=[O:27])[CH2:26]1)([C:16]([CH3:17])([CH3:18])[CH3:19])([CH3:14])[CH3:15]. The yield is 1.00.